From a dataset of Forward reaction prediction with 1.9M reactions from USPTO patents (1976-2016). Predict the product of the given reaction. (1) Given the reactants Br[CH2:2][C:3]([C:5]1[CH:10]=[CH:9][C:8]([C:11]([F:14])([F:13])[F:12])=[CH:7][CH:6]=1)=O.[C:15]1([CH2:21][CH2:22][NH:23][C:24]([NH2:26])=[S:25])[CH:20]=[CH:19][CH:18]=[CH:17][CH:16]=1.CN(C)C=O, predict the reaction product. The product is: [C:15]1([CH2:21][CH2:22][NH:23][C:24]2[S:25][CH:2]=[C:3]([C:5]3[CH:10]=[CH:9][C:8]([C:11]([F:14])([F:13])[F:12])=[CH:7][CH:6]=3)[N:26]=2)[CH:20]=[CH:19][CH:18]=[CH:17][CH:16]=1. (2) Given the reactants C[Si]([C:5]#[C:6][C:7]1[C:15]2[S:14][C:13]([NH:16][C:17]([NH:19][CH2:20][CH3:21])=[O:18])=[N:12][C:11]=2[CH:10]=[CH:9][CH:8]=1)(C)C.[OH-].[K+].CN(C=O)C.CO, predict the reaction product. The product is: [C:6]([C:7]1[C:15]2[S:14][C:13]([NH:16][C:17]([NH:19][CH2:20][CH3:21])=[O:18])=[N:12][C:11]=2[CH:10]=[CH:9][CH:8]=1)#[CH:5]. (3) Given the reactants C[Si](Cl)(C)C.Cl[C:7]([F:18])([F:17])[C:8]([C:10]1[CH:15]=[CH:14][CH:13]=[CH:12][C:11]=1[CH3:16])=[O:9].[I:19]I.O, predict the reaction product. The product is: [F:17][C:7]([F:18])([I:19])[C:8]([C:10]1[CH:15]=[CH:14][CH:13]=[CH:12][C:11]=1[CH3:16])=[O:9]. (4) Given the reactants OC(C(F)(F)F)=O.[C:8]([NH:12][C:13]([N:15]1[C:23]2[C:18](=[CH:19][C:20]([C:24]([F:27])([F:26])[F:25])=[CH:21][CH:22]=2)[C:17]([NH:28][CH2:29][C:30](=[O:36])[NH:31][CH:32]2[CH2:35][NH:34][CH2:33]2)=[N:16]1)=[O:14])([CH3:11])([CH3:10])[CH3:9].[OH:37][C:38]1([C:45]2[S:46][CH:47]=[CH:48][N:49]=2)[CH2:43][CH2:42][C:41](=O)[CH2:40][CH2:39]1, predict the reaction product. The product is: [C:8]([NH:12][C:13]([N:15]1[C:23]2[C:18](=[CH:19][C:20]([C:24]([F:26])([F:25])[F:27])=[CH:21][CH:22]=2)[C:17]([NH:28][CH2:29][C:30](=[O:36])[NH:31][CH:32]2[CH2:33][N:34]([CH:41]3[CH2:40][CH2:39][C:38]([OH:37])([C:45]4[S:46][CH:47]=[CH:48][N:49]=4)[CH2:43][CH2:42]3)[CH2:35]2)=[N:16]1)=[O:14])([CH3:11])([CH3:9])[CH3:10]. (5) Given the reactants C1(C)C=CC(S([O-])(=O)=O)=CC=1.[NH+]1C=CC=CC=1.[CH2:18]([O:25][C:26]1[CH:31]=[CH:30][N:29]([C:32]2[CH:37]=[CH:36][C:35]([O:38]C3CCCCO3)=[CH:34][CH:33]=2)[C:28](=[O:45])[CH:27]=1)[C:19]1[CH:24]=[CH:23][CH:22]=[CH:21][CH:20]=1, predict the reaction product. The product is: [CH2:18]([O:25][C:26]1[CH:31]=[CH:30][N:29]([C:32]2[CH:33]=[CH:34][C:35]([OH:38])=[CH:36][CH:37]=2)[C:28](=[O:45])[CH:27]=1)[C:19]1[CH:24]=[CH:23][CH:22]=[CH:21][CH:20]=1. (6) Given the reactants C([O:4][CH2:5][C:6]1[CH:11]=[CH:10][C:9]([C:12]2[C:21]3[C:16](=[CH:17][C:18]([O:27][CH2:28][CH3:29])=[C:19]4[O:24][C:23]([CH3:26])([CH3:25])[CH2:22][C:20]4=3)[CH2:15][C:14]([CH3:31])([CH3:30])[N:13]=2)=[CH:8][CH:7]=1)(=O)C.[OH-].[Na+], predict the reaction product. The product is: [CH2:28]([O:27][C:18]1[CH:17]=[C:16]2[C:21](=[C:20]3[CH2:22][C:23]([CH3:26])([CH3:25])[O:24][C:19]=13)[C:12]([C:9]1[CH:10]=[CH:11][C:6]([CH2:5][OH:4])=[CH:7][CH:8]=1)=[N:13][C:14]([CH3:30])([CH3:31])[CH2:15]2)[CH3:29]. (7) The product is: [CH2:26]([O:13][C:12](=[O:14])[CH2:11][C:5]1[CH:6]=[CH:7][C:8]([O:9][CH3:10])=[C:3]([O:2][CH3:1])[CH:4]=1)[C:27]1[CH:32]=[CH:31][CH:30]=[CH:29][CH:28]=1. Given the reactants [CH3:1][O:2][C:3]1[CH:4]=[C:5]([CH2:11][C:12]([OH:14])=[O:13])[CH:6]=[CH:7][C:8]=1[O:9][CH3:10].S(Cl)(Cl)=O.C(N(CC)CC)C.[CH2:26](O)[C:27]1[CH:32]=[CH:31][CH:30]=[CH:29][CH:28]=1, predict the reaction product.